From a dataset of Full USPTO retrosynthesis dataset with 1.9M reactions from patents (1976-2016). Predict the reactants needed to synthesize the given product. (1) Given the product [CH3:29][C:26]1[N:25]=[C:24]([CH2:23][N:17]2[C:16](=[O:19])[N:14]3[CH:15]=[C:10]([C:7]4[CH:6]=[CH:5][C:4]([O:3][C:2]([F:1])([F:20])[F:21])=[CH:9][CH:8]=4)[CH:11]=[CH:12][C:13]3=[N:18]2)[O:28][N:27]=1, predict the reactants needed to synthesize it. The reactants are: [F:1][C:2]([F:21])([F:20])[O:3][C:4]1[CH:9]=[CH:8][C:7]([C:10]2[CH:11]=[CH:12][C:13]3[N:14]([C:16](=[O:19])[NH:17][N:18]=3)[CH:15]=2)=[CH:6][CH:5]=1.Cl[CH2:23][C:24]1[O:28][N:27]=[C:26]([CH3:29])[N:25]=1.C(=O)([O-])[O-].[K+].[K+]. (2) Given the product [C:42]([P:46]([CH2:1][C:2]1[N:7]=[C:6]([C:8]2[CH:13]=[CH:12][CH:11]=[CH:10][N:9]=2)[CH:5]=[CH:4][CH:3]=1)[C:48]([CH3:51])([CH3:50])[CH3:49])([CH3:45])([CH3:44])[CH3:43], predict the reactants needed to synthesize it. The reactants are: [CH3:1][C:2]1[N:7]=[C:6]([C:8]2[CH:13]=[CH:12][CH:11]=[CH:10][N:9]=2)[CH:5]=[CH:4][CH:3]=1.C([N-]C(C)C)(C)C.[Li+].CCCCCCC.C1COCC1.C(C1C=CC=CC=1)C.[C:42]([P:46]([C:48]([CH3:51])([CH3:50])[CH3:49])Cl)([CH3:45])([CH3:44])[CH3:43].